This data is from Peptide-MHC class I binding affinity with 185,985 pairs from IEDB/IMGT. The task is: Regression. Given a peptide amino acid sequence and an MHC pseudo amino acid sequence, predict their binding affinity value. This is MHC class I binding data. (1) The peptide sequence is WMYRQQNPIPV. The MHC is Mamu-B01 with pseudo-sequence Mamu-B01. The binding affinity (normalized) is 0. (2) The peptide sequence is VTRGAVLMHK. The MHC is HLA-A11:01 with pseudo-sequence HLA-A11:01. The binding affinity (normalized) is 0.687. (3) The peptide sequence is FRVVKPNSF. The MHC is HLA-B15:03 with pseudo-sequence HLA-B15:03. The binding affinity (normalized) is 0.644. (4) The peptide sequence is FAAPQFSLW. The MHC is Mamu-B3901 with pseudo-sequence Mamu-B3901. The binding affinity (normalized) is 0.471. (5) The peptide sequence is KLVKSLVDK. The MHC is HLA-A31:01 with pseudo-sequence HLA-A31:01. The binding affinity (normalized) is 0.0176.